From a dataset of Forward reaction prediction with 1.9M reactions from USPTO patents (1976-2016). Predict the product of the given reaction. (1) Given the reactants Cl.[NH2:2][CH:3]1[CH2:9][CH2:8][CH2:7][CH2:6][NH:5][C:4]1=[O:10].C([O-])([O-])=O.[K+].[K+].[CH3:17][C:18]1[CH:23]=[CH:22][C:21]([S:24](Cl)(=[O:26])=[O:25])=[CH:20][CH:19]=1, predict the reaction product. The product is: [CH3:17][C:18]1[CH:23]=[CH:22][C:21]([S:24]([NH:2][CH:3]2[CH2:9][CH2:8][CH2:7][CH2:6][NH:5][C:4]2=[O:10])(=[O:26])=[O:25])=[CH:20][CH:19]=1. (2) Given the reactants [Br:1][C:2]1[CH:7]=[CH:6][CH:5]=[CH:4][C:3]=1[S:8][C:9]1([C:15]([OH:17])=O)[CH2:14][CH2:13][CH2:12][CH2:11][CH2:10]1.CN(C(O[N:26]1N=[N:33][C:28]2C=CC=N[C:27]1=2)=[N+](C)C)C.F[P-](F)(F)(F)(F)F.Cl.NCC#N.CCN(CC)CC, predict the reaction product. The product is: [Br:1][C:2]1[CH:7]=[CH:6][CH:5]=[CH:4][C:3]=1[S:8][C:9]1([C:15]([NH:33][CH2:28][C:27]#[N:26])=[O:17])[CH2:10][CH2:11][CH2:12][CH2:13][CH2:14]1.